Dataset: Forward reaction prediction with 1.9M reactions from USPTO patents (1976-2016). Task: Predict the product of the given reaction. Given the reactants [CH2:1]([N:4]([CH2:14][CH2:15][CH3:16])[C:5]1[CH:6]=[C:7]([CH:11]=[CH:12][N:13]=1)[C:8]([OH:10])=O)[CH2:2][CH3:3].C(N1C=CN=C1)(N1C=CN=C1)=O.[NH2:29][C@@H:30]([CH2:46][C:47]1[CH:52]=[C:51]([F:53])[CH:50]=[C:49]([F:54])[CH:48]=1)[C@H:31]([OH:45])[CH2:32][NH:33][C:34]1([C:37]2[CH:42]=[CH:41][CH:40]=[C:39]([C:43]#[CH:44])[CH:38]=2)[CH2:36][CH2:35]1, predict the reaction product. The product is: [F:53][C:51]1[CH:52]=[C:47]([CH:48]=[C:49]([F:54])[CH:50]=1)[CH2:46][C@H:30]([NH:29][C:8](=[O:10])[C:7]1[CH:11]=[CH:12][N:13]=[C:5]([N:4]([CH2:1][CH2:2][CH3:3])[CH2:14][CH2:15][CH3:16])[CH:6]=1)[C@H:31]([OH:45])[CH2:32][NH:33][C:34]1([C:37]2[CH:42]=[CH:41][CH:40]=[C:39]([C:43]#[CH:44])[CH:38]=2)[CH2:36][CH2:35]1.